Predict which catalyst facilitates the given reaction. From a dataset of Catalyst prediction with 721,799 reactions and 888 catalyst types from USPTO. (1) Reactant: [C:1]([NH:11][C@H:12]([C:16]([O:18][C@@H:19]([CH3:32])[C:20]([O:22]CC1C=CC(OC)=CC=1)=[O:21])=[O:17])[CH:13]([CH3:15])[CH3:14])([O:3][CH2:4][C:5]1[CH:10]=[CH:9][CH:8]=[CH:7][CH:6]=1)=[O:2].FC(F)(F)C(O)=O. Product: [C:1]([NH:11][C@H:12]([C:16]([O:18][C@@H:19]([CH3:32])[C:20]([OH:22])=[O:21])=[O:17])[CH:13]([CH3:14])[CH3:15])([O:3][CH2:4][C:5]1[CH:10]=[CH:9][CH:8]=[CH:7][CH:6]=1)=[O:2]. The catalyst class is: 4. (2) Reactant: [C:1]([C:5]1[CH:10]=[CH:9][CH:8]=[CH:7][N:6]=1)#[C:2][CH2:3][CH3:4].[C:11]1([CH3:24])[CH:16]=[C:15]([CH3:17])[CH:14]=[C:13]([CH3:18])[C:12]=1[S:19]([O:22][NH2:23])(=[O:21])=[O:20].C(OCC)C. Product: [C:11]1([CH3:24])[CH:16]=[C:15]([CH3:17])[CH:14]=[C:13]([CH3:18])[C:12]=1[S:19]([O-:22])(=[O:21])=[O:20].[NH2:23][N+:6]1[CH:7]=[CH:8][CH:9]=[CH:10][C:5]=1[C:1]#[C:2][CH2:3][CH3:4]. The catalyst class is: 4. (3) Reactant: [C@:1]12([C:7]([O:9][CH2:10][CH3:11])=[O:8])[CH2:6][C@H:5]1[CH2:4][NH:3][CH2:2]2.C(N(CC)CC)C.[C:19](O[C:19]([O:21][C:22]([CH3:25])([CH3:24])[CH3:23])=[O:20])([O:21][C:22]([CH3:25])([CH3:24])[CH3:23])=[O:20]. Product: [C@:1]12([C:7]([O:9][CH2:10][CH3:11])=[O:8])[CH2:6][C@H:5]1[CH2:4][N:3]([C:19]([O:21][C:22]([CH3:25])([CH3:24])[CH3:23])=[O:20])[CH2:2]2. The catalyst class is: 2. (4) Reactant: ClC(Cl)(O[C:5](=[O:11])OC(Cl)(Cl)Cl)Cl.[NH2:13][C:14]1[CH:19]=[CH:18][C:17]([C:20]2[N:21]=[C:22]([N:39]3[CH2:44][CH2:43][O:42][CH2:41][CH2:40]3)[C:23]3[N:28]=[N:27][N:26]([C:29]4[CH:30]=[C:31]([CH:36]=[CH:37][CH:38]=4)[C:32]([O:34][CH3:35])=[O:33])[C:24]=3[N:25]=2)=[CH:16][CH:15]=1.CCN(CC)CC.[NH2:52][C:53]1[CH:66]=[CH:65][C:56]([C:57]([NH:59][CH2:60][CH2:61][N:62]([CH3:64])[CH3:63])=[O:58])=[CH:55][CH:54]=1. Product: [CH3:63][N:62]([CH3:64])[CH2:61][CH2:60][NH:59][C:57]([C:56]1[CH:55]=[CH:54][C:53]([NH:52][C:5]([NH:13][C:14]2[CH:15]=[CH:16][C:17]([C:20]3[N:21]=[C:22]([N:39]4[CH2:40][CH2:41][O:42][CH2:43][CH2:44]4)[C:23]4[N:28]=[N:27][N:26]([C:29]5[CH:30]=[C:31]([CH:36]=[CH:37][CH:38]=5)[C:32]([O:34][CH3:35])=[O:33])[C:24]=4[N:25]=3)=[CH:18][CH:19]=2)=[O:11])=[CH:66][CH:65]=1)=[O:58]. The catalyst class is: 1. (5) Reactant: C(CC[N:5]1[C:9]([C:10]2[CH:11]=[CH:12][C:13]([O:32][C:33]3[CH:38]=[C:37]([CH3:39])[CH:36]=[C:35]([CH3:40])[CH:34]=3)=[C:14]([S:16]([N:19]3[CH2:24][CH2:23][N:22]([C:25]([O:27][C:28]([CH3:31])([CH3:30])[CH3:29])=[O:26])[CH2:21][CH2:20]3)(=[O:18])=[O:17])[CH:15]=2)=[N:8][N:7]=[N:6]1)#N.C1CCN2C(=NCCC2)CC1. Product: [CH3:39][C:37]1[CH:38]=[C:33]([CH:34]=[C:35]([CH3:40])[CH:36]=1)[O:32][C:13]1[CH:12]=[CH:11][C:10]([C:9]2[NH:5][N:6]=[N:7][N:8]=2)=[CH:15][C:14]=1[S:16]([N:19]1[CH2:20][CH2:21][N:22]([C:25]([O:27][C:28]([CH3:31])([CH3:30])[CH3:29])=[O:26])[CH2:23][CH2:24]1)(=[O:17])=[O:18]. The catalyst class is: 91. (6) The catalyst class is: 3. Product: [F:1][C:2]1[CH:3]=[C:4]([C:12]2[C:20]3[CH2:19][CH2:18][CH:17]([NH:21][C:31](=[O:34])[CH2:32][CH3:33])[C:16]=3[CH:15]=[N:14][CH:13]=2)[CH:5]=[CH:6][C:7]=1[C:8]([F:9])([F:11])[F:10]. Reactant: [F:1][C:2]1[CH:3]=[C:4]([C:12]2[C:20]3[CH2:19][CH2:18][CH:17]([NH2:21])[C:16]=3[CH:15]=[N:14][CH:13]=2)[CH:5]=[CH:6][C:7]=1[C:8]([F:11])([F:10])[F:9].C(N(CC)C(C)C)(C)C.[C:31](Cl)(=[O:34])[CH2:32][CH3:33]. (7) Reactant: [F:1][C:2]1[N:7]=[C:6]([N:8]2[CH2:13][CH2:12][NH:11][CH2:10][CH2:9]2)[CH:5]=[CH:4][CH:3]=1.C(=O)([O-])[O-].[K+].[K+].Br[CH2:21][CH2:22][CH2:23][CH2:24][N:25]1[C:29](=[O:30])[C:28]2=[CH:31][CH:32]=[CH:33][CH:34]=[C:27]2[C:26]1=[O:35]. Product: [F:1][C:2]1[N:7]=[C:6]([N:8]2[CH2:13][CH2:12][N:11]([CH2:21][CH2:22][CH2:23][CH2:24][N:25]3[C:29](=[O:30])[C:28]4[C:27](=[CH:34][CH:33]=[CH:32][CH:31]=4)[C:26]3=[O:35])[CH2:10][CH2:9]2)[CH:5]=[CH:4][CH:3]=1. The catalyst class is: 9.